Dataset: Forward reaction prediction with 1.9M reactions from USPTO patents (1976-2016). Task: Predict the product of the given reaction. (1) Given the reactants [CH3:1][O:2][C:3]1[CH:8]=[CH:7][C:6]([NH:9][C:10]2[CH:15]=[CH:14][CH:13]=[CH:12][C:11]=2[NH:16][C:17]([C:19]2[S:20][CH:21]=[CH:22][C:23]=2[Br:24])=O)=[CH:5][CH:4]=1.C([O-])(O)=O.[Na+], predict the reaction product. The product is: [Br:24][C:23]1[CH:22]=[CH:21][S:20][C:19]=1[C:17]1[N:9]([C:6]2[CH:7]=[CH:8][C:3]([O:2][CH3:1])=[CH:4][CH:5]=2)[C:10]2[CH:15]=[CH:14][CH:13]=[CH:12][C:11]=2[N:16]=1. (2) The product is: [N:8]1[NH:7][C:11]([C:12]2[CH:13]=[CH:14][C:15]([O:16][C:17]3[CH:18]=[C:19]4[C:24](=[CH:25][CH:26]=3)[N:23]=[C:22]([CH2:27][N:33]3[CH2:37][CH2:36][CH2:35][CH2:34]3)[CH:21]=[CH:20]4)=[CH:29][CH:30]=2)=[CH:10][CH:9]=1. Given the reactants C[Si](C)(C)CCOC[N:7]1[C:11]([C:12]2[CH:30]=[CH:29][C:15]([O:16][C:17]3[CH:18]=[C:19]4[C:24](=[CH:25][CH:26]=3)[N:23]=[C:22]([CH2:27]O)[CH:21]=[CH:20]4)=[CH:14][CH:13]=2)=[CH:10][CH:9]=[N:8]1.[NH:33]1[CH2:37][CH2:36][CH2:35][CH2:34]1, predict the reaction product. (3) Given the reactants [F:1][C:2]1[CH:7]=[CH:6][C:5]([S:8]([NH:11][C:12]2[CH:21]=[CH:20][C:19]3[CH2:18][CH2:17][CH2:16][C:15](=[O:22])[C:14]=3[C:13]=2[C:23]([OH:25])=[O:24])(=[O:10])=[O:9])=[CH:4][CH:3]=1.[CH3:26][Mg]Br, predict the reaction product. The product is: [F:1][C:2]1[CH:7]=[CH:6][C:5]([S:8]([NH:11][C:12]2[CH:21]=[CH:20][C:19]3[CH2:18][CH2:17][CH2:16][C:15]([OH:22])([CH3:26])[C:14]=3[C:13]=2[C:23]([OH:25])=[O:24])(=[O:10])=[O:9])=[CH:4][CH:3]=1. (4) Given the reactants [H-].[Na+].Br[CH2:4][C:5]1[CH:10]=[CH:9][C:8]([C:11]2[CH:16]=[CH:15][CH:14]=[CH:13][C:12]=2[C:17]#[N:18])=[CH:7][CH:6]=1.CN(C)C=O.[OH:24][C:25]1[CH:30]=[C:29]([CH3:31])[O:28][C:27](=[O:32])[CH:26]=1, predict the reaction product. The product is: [OH:24][C:25]1[CH:30]=[C:29]([CH3:31])[O:28][C:27](=[O:32])[C:26]=1[CH2:4][C:5]1[CH:10]=[CH:9][C:8]([C:11]2[C:12]([C:17]#[N:18])=[CH:13][CH:14]=[CH:15][CH:16]=2)=[CH:7][CH:6]=1. (5) Given the reactants Cl[C:2]1[CH:3]=[CH:4][C:5]2[C:15]3[C:10](=[C:11]([CH3:16])[N:12]=[CH:13][CH:14]=3)[CH2:9][O:8][C:6]=2[CH:7]=1.[C:17]([O:21][C:22]([NH:24][CH:25]([CH2:28][CH:29]([CH3:31])[CH3:30])[CH2:26][OH:27])=[O:23])([CH3:20])([CH3:19])[CH3:18].C([O-])([O-])=O.[Cs+].[Cs+], predict the reaction product. The product is: [C:17]([O:21][C:22](=[O:23])[NH:24][C@@H:25]([CH2:28][CH:29]([CH3:30])[CH3:31])[CH2:26][O:27][C:2]1[CH:3]=[CH:4][C:5]2[C:15]3[C:10](=[C:11]([CH3:16])[N:12]=[CH:13][CH:14]=3)[CH2:9][O:8][C:6]=2[CH:7]=1)([CH3:20])([CH3:19])[CH3:18].